From a dataset of Full USPTO retrosynthesis dataset with 1.9M reactions from patents (1976-2016). Predict the reactants needed to synthesize the given product. (1) Given the product [CH3:21][C:20]1[C:23]([C:24]#[N:25])=[CH:26][N:18]=[C:16]([NH:15][CH2:14][CH2:13][CH2:12][CH:9]2[CH2:8][CH2:7][N:6]([CH3:5])[CH2:11][CH2:10]2)[N:17]=1, predict the reactants needed to synthesize it. The reactants are: [O-]CC.[Na+].[CH3:5][N:6]1[CH2:11][CH2:10][CH:9]([CH2:12][CH2:13][CH2:14][NH:15][C:16]([NH2:18])=[NH:17])[CH2:8][CH2:7]1.Cl.[C:20]([C:23](=[CH:26]OCC)[C:24]#[N:25])(=O)[CH3:21]. (2) The reactants are: [CH3:1][O:2][C:3]1[CH:8]=[CH:7][C:6]([N+:9]([O-])=O)=[CH:5][C:4]=1[NH:12][S:13]([CH3:16])(=[O:15])=[O:14]. Given the product [CH3:1][O:2][C:3]1[CH:8]=[CH:7][C:6]([NH2:9])=[CH:5][C:4]=1[NH:12][S:13]([CH3:16])(=[O:15])=[O:14], predict the reactants needed to synthesize it. (3) Given the product [Br:1][C:2]1[CH:7]=[CH:6][CH:5]=[CH:4][C:3]=1[S:8][C:10]1[CH:18]=[CH:17][C:13]([C:14]([OH:16])=[O:15])=[CH:12][C:11]=1[S:19]([OH:21])=[O:20], predict the reactants needed to synthesize it. The reactants are: [Br:1][C:2]1[CH:7]=[CH:6][CH:5]=[CH:4][C:3]=1[SH:8].F[C:10]1[CH:18]=[CH:17][C:13]([C:14]([OH:16])=[O:15])=[CH:12][C:11]=1[S:19]([OH:21])=[O:20].[OH-].[Na+].